This data is from NCI-60 drug combinations with 297,098 pairs across 59 cell lines. The task is: Regression. Given two drug SMILES strings and cell line genomic features, predict the synergy score measuring deviation from expected non-interaction effect. (1) Drug 1: CC1=C2C(C(=O)C3(C(CC4C(C3C(C(C2(C)C)(CC1OC(=O)C(C(C5=CC=CC=C5)NC(=O)OC(C)(C)C)O)O)OC(=O)C6=CC=CC=C6)(CO4)OC(=O)C)O)C)O. Drug 2: C1CCC(C(C1)N)N.C(=O)(C(=O)[O-])[O-].[Pt+4]. Cell line: OVCAR3. Synergy scores: CSS=4.83, Synergy_ZIP=-3.48, Synergy_Bliss=-4.80, Synergy_Loewe=-2.60, Synergy_HSA=-5.20. (2) Drug 1: CC1OCC2C(O1)C(C(C(O2)OC3C4COC(=O)C4C(C5=CC6=C(C=C35)OCO6)C7=CC(=C(C(=C7)OC)O)OC)O)O. Drug 2: C1=CC=C(C=C1)NC(=O)CCCCCCC(=O)NO. Cell line: SF-539. Synergy scores: CSS=24.5, Synergy_ZIP=-9.85, Synergy_Bliss=-4.77, Synergy_Loewe=-10.4, Synergy_HSA=-1.95. (3) Drug 1: CC1=CC2C(CCC3(C2CCC3(C(=O)C)OC(=O)C)C)C4(C1=CC(=O)CC4)C. Drug 2: C(CC(=O)O)C(=O)CN.Cl. Cell line: OVCAR-4. Synergy scores: CSS=4.76, Synergy_ZIP=-2.60, Synergy_Bliss=2.17, Synergy_Loewe=-1.17, Synergy_HSA=1.79. (4) Drug 1: C1CN1C2=NC(=NC(=N2)N3CC3)N4CC4. Drug 2: COC1=C(C=C2C(=C1)N=CN=C2NC3=CC(=C(C=C3)F)Cl)OCCCN4CCOCC4. Cell line: KM12. Synergy scores: CSS=21.3, Synergy_ZIP=-7.23, Synergy_Bliss=-0.330, Synergy_Loewe=-9.93, Synergy_HSA=-2.12.